From a dataset of Full USPTO retrosynthesis dataset with 1.9M reactions from patents (1976-2016). Predict the reactants needed to synthesize the given product. Given the product [Cl:17][C:18]1[CH:19]=[C:20]([CH:21]([OH:22])[C:8]#[C:7][C:6]([O:10][CH3:11])=[O:9])[CH:23]=[CH:24][CH:25]=1, predict the reactants needed to synthesize it. The reactants are: C1COCC1.[C:6]([O:10][CH3:11])(=[O:9])[C:7]#[CH:8].[Li]CCCC.[Cl:17][C:18]1[CH:19]=[C:20]([CH:23]=[CH:24][CH:25]=1)[CH:21]=[O:22].